Predict the product of the given reaction. From a dataset of Forward reaction prediction with 1.9M reactions from USPTO patents (1976-2016). (1) The product is: [F:1][C:2]1[CH:10]=[CH:9][C:8]2[N:7]([CH2:11][C:12]3[CH:13]=[CH:14][C:15]([C:16]([OH:18])=[O:17])=[CH:20][CH:21]=3)[C:6]3[CH:22]=[N:23][N:24]([CH:25]4[CH2:30][CH2:29][CH2:28][CH2:27][O:26]4)[C:5]=3[C:4]=2[CH:3]=1. Given the reactants [F:1][C:2]1[CH:10]=[CH:9][C:8]2[N:7]([CH2:11][C:12]3[CH:21]=[CH:20][C:15]([C:16]([O:18]C)=[O:17])=[CH:14][CH:13]=3)[C:6]3[CH:22]=[N:23][N:24]([CH:25]4[CH2:30][CH2:29][CH2:28][CH2:27][O:26]4)[C:5]=3[C:4]=2[CH:3]=1.[OH-].[K+].[NH4+].[Cl-], predict the reaction product. (2) Given the reactants C(N(CC)CC)C.Cl.[NH2:9][CH2:10][C:11]([O:13][CH2:14][C:15]1[CH:20]=[CH:19][CH:18]=[CH:17][CH:16]=1)=[O:12].[C:21]1(=O)[CH2:25][CH2:24][CH2:23][CH2:22]1.[BH4-].[Na+], predict the reaction product. The product is: [CH:21]1([NH:9][CH2:10][C:11]([O:13][CH2:14][C:15]2[CH:20]=[CH:19][CH:18]=[CH:17][CH:16]=2)=[O:12])[CH2:25][CH2:24][CH2:23][CH2:22]1. (3) Given the reactants C([O:3][C:4](=O)[CH2:5][O:6][C:7]([CH3:25])([CH3:24])[CH2:8][N:9](CC1C=CC=CC=1)CC1C=CC=CC=1)C, predict the reaction product. The product is: [CH3:24][C:7]1([CH3:25])[CH2:8][NH:9][C:4](=[O:3])[CH2:5][O:6]1. (4) Given the reactants [Cl:1][C:2]1[CH:3]=[N:4][C:5]([N:8]2[CH2:13][CH2:12][CH:11]([C@H:14]3[CH2:16][C@H:15]3[CH2:17][CH2:18][O:19][C:20]3[CH:25]=[CH:24][C:23]([CH2:26][C:27]([OH:29])=O)=[C:22]([F:30])[CH:21]=3)[CH2:10][CH2:9]2)=[N:6][CH:7]=1.[NH:31]1[CH2:34][CH2:33][CH2:32]1.C(N(CC)C(C)C)(C)C.CN(C(ON1N=NC2C=CC=NC1=2)=[N+](C)C)C.F[P-](F)(F)(F)(F)F, predict the reaction product. The product is: [N:31]1([C:27](=[O:29])[CH2:26][C:23]2[CH:24]=[CH:25][C:20]([O:19][CH2:18][CH2:17][C@@H:15]3[CH2:16][C@@H:14]3[CH:11]3[CH2:10][CH2:9][N:8]([C:5]4[N:6]=[CH:7][C:2]([Cl:1])=[CH:3][N:4]=4)[CH2:13][CH2:12]3)=[CH:21][C:22]=2[F:30])[CH2:34][CH2:33][CH2:32]1. (5) Given the reactants [ClH:1].[Cl:2][C:3]1[CH:8]=[CH:7][C:6]([CH2:9][CH:10]([NH:30]C(=O)[O-])[C:11]([N:13]2[CH2:18][CH2:17][N:16]([C:19]3[C:20]4[CH2:27][S:26](=[O:29])(=[O:28])[CH2:25][C:21]=4[N:22]=[CH:23][N:24]=3)[CH2:15][CH2:14]2)=[O:12])=[CH:5][CH:4]=1, predict the reaction product. The product is: [ClH:2].[ClH:1].[NH2:30][C@H:10]([CH2:9][C:6]1[CH:7]=[CH:8][C:3]([Cl:2])=[CH:4][CH:5]=1)[C:11]([N:13]1[CH2:18][CH2:17][N:16]([C:19]2[C:20]3[CH2:27][S:26](=[O:29])(=[O:28])[CH2:25][C:21]=3[N:22]=[CH:23][N:24]=2)[CH2:15][CH2:14]1)=[O:12].